This data is from Full USPTO retrosynthesis dataset with 1.9M reactions from patents (1976-2016). The task is: Predict the reactants needed to synthesize the given product. (1) Given the product [Br:1][C:2]1[CH:3]=[C:4]([CH:6]=[CH:7][C:8]=1[Cl:9])[NH:5][CH:15]([CH3:14])[CH3:11], predict the reactants needed to synthesize it. The reactants are: [Br:1][C:2]1[CH:3]=[C:4]([CH:6]=[CH:7][C:8]=1[Cl:9])[NH2:5].[BH3-][C:11]#N.[Na+].[CH3:14][C:15](O)=O. (2) Given the product [CH3:31][C:30]1[CH:29]=[CH:28][C:27]([NH:32][C:33](=[O:46])[C:34]2[CH:39]=[CH:38][CH:37]=[C:36]([N:40]3[CH2:41][CH2:42][CH2:43][CH2:44][CH2:45]3)[CH:35]=2)=[CH:26][C:25]=1[NH:24][C:18](=[O:19])[C:17]1[CH:21]=[CH:22][CH:23]=[C:15]([O:14][CH:11]2[CH2:10][CH2:9][N:8]([C:6]([O:5][C:1]([CH3:3])([CH3:2])[CH3:4])=[O:7])[CH2:13][CH2:12]2)[CH:16]=1, predict the reactants needed to synthesize it. The reactants are: [C:1]([O:5][C:6]([N:8]1[CH2:13][CH2:12][CH:11]([O:14][C:15]2[CH:16]=[C:17]([CH:21]=[CH:22][CH:23]=2)[C:18](O)=[O:19])[CH2:10][CH2:9]1)=[O:7])([CH3:4])([CH3:3])[CH3:2].[NH2:24][C:25]1[CH:26]=[C:27]([NH:32][C:33](=[O:46])[C:34]2[CH:39]=[CH:38][CH:37]=[C:36]([N:40]3[CH2:45][CH2:44][CH2:43][CH2:42][CH2:41]3)[CH:35]=2)[CH:28]=[CH:29][C:30]=1[CH3:31]. (3) Given the product [CH3:25][C:24]1[CH:23]=[C:22]([CH3:26])[NH:21][C:20](=[O:27])[C:19]=1[CH2:18][NH:17][C:15]([C:4]1[CH:3]=[C:2]([C:36]2[CH:37]=[CH:38][C:39]([N:42]3[CH2:47][CH2:46][N:45]([C:48]([O:50][C:51]([CH3:54])([CH3:53])[CH3:52])=[O:49])[CH2:44][CH2:43]3)=[N:40][CH:41]=2)[CH:10]=[C:9]2[C:5]=1[C:6]([CH3:14])=[N:7][N:8]2[CH:11]([CH3:13])[CH3:12])=[O:16], predict the reactants needed to synthesize it. The reactants are: Br[C:2]1[CH:3]=[C:4]([C:15]([NH:17][CH2:18][C:19]2[C:20](=[O:27])[NH:21][C:22]([CH3:26])=[CH:23][C:24]=2[CH3:25])=[O:16])[C:5]2[C:6]([CH3:14])=[N:7][N:8]([CH:11]([CH3:13])[CH3:12])[C:9]=2[CH:10]=1.CC1(C)C(C)(C)OB([C:36]2[CH:37]=[CH:38][C:39]([N:42]3[CH2:47][CH2:46][N:45]([C:48]([O:50][C:51]([CH3:54])([CH3:53])[CH3:52])=[O:49])[CH2:44][CH2:43]3)=[N:40][CH:41]=2)O1.C(=O)([O-])[O-].[Na+].[Na+].